Dataset: Reaction yield outcomes from USPTO patents with 853,638 reactions. Task: Predict the reaction yield, written as a fraction of the theoretical maximum amount of product (1.0 means a 100% yield; for example, 0.34 means a 34% yield). (1) The reactants are [CH:1]1([N:4]=[C:5]=[S:6])[CH2:3][CH2:2]1.[Cl:7][C:8]1[CH:9]=[C:10]([C:14]2[O:18][N:17]=[C:16]([CH:19]3[CH2:23][CH2:22][CH2:21][NH:20]3)[CH:15]=2)[CH:11]=[CH:12][CH:13]=1. The catalyst is ClCCl. The product is [CH:1]1([NH:4][C:5]([N:20]2[CH2:21][CH2:22][CH2:23][CH:19]2[C:16]2[CH:15]=[C:14]([C:10]3[CH:11]=[CH:12][CH:13]=[C:8]([Cl:7])[CH:9]=3)[O:18][N:17]=2)=[S:6])[CH2:3][CH2:2]1. The yield is 0.560. (2) The reactants are [Cl:1][O-].[Na+].[N:4]1[CH:9]=[CH:8][CH:7]=[CH:6][C:5]=1S.O.[OH:12][S:13]([OH:16])(=O)=O. No catalyst specified. The product is [N:4]1[CH:9]=[CH:8][CH:7]=[CH:6][C:5]=1[S:13]([Cl:1])(=[O:16])=[O:12]. The yield is 0.500.